This data is from Catalyst prediction with 721,799 reactions and 888 catalyst types from USPTO. The task is: Predict which catalyst facilitates the given reaction. Reactant: FC(F)(F)C(O)=O.[CH2:8]([O:10][C:11](=[O:16])[CH:12]([CH3:15])[CH2:13][NH2:14])[CH3:9].[O:17]1[CH2:22][CH2:21][C:20](=O)[CH2:19][CH2:18]1.C([O-])(=O)C.[Na+].C(O[BH-](OC(=O)C)OC(=O)C)(=O)C.[Na+].C(=O)(O)[O-].[Na+]. Product: [CH2:8]([O:10][C:11](=[O:16])[CH:12]([CH3:15])[CH2:13][NH:14][CH:20]1[CH2:21][CH2:22][O:17][CH2:18][CH2:19]1)[CH3:9]. The catalyst class is: 4.